This data is from Reaction yield outcomes from USPTO patents with 853,638 reactions. The task is: Predict the reaction yield, written as a fraction of the theoretical maximum amount of product (1.0 means a 100% yield; for example, 0.34 means a 34% yield). (1) The reactants are [CH2:1]([C:3]1[CH:8]=[CH:7][C:6]([F:9])=[CH:5][CH:4]=1)[CH3:2].C1C(=O)N([Br:17])C(=O)C1.C(OOC(=O)C1C=CC=CC=1)(=O)C1C=CC=CC=1. The catalyst is C(Cl)(Cl)(Cl)Cl. The product is [Br:17][CH:1]([C:3]1[CH:8]=[CH:7][C:6]([F:9])=[CH:5][CH:4]=1)[CH3:2]. The yield is 0.800. (2) The reactants are [CH:1]([C@@H:4]1[C:9](=[O:10])[N:8]([C:11]2[CH:16]=[C:15](SC)[C:14]([C:19]([O:21][CH3:22])=[O:20])=[CH:13][C:12]=2[N+:23]([O-:25])=[O:24])[CH2:7][CH2:6][N:5]1[C:26]([O:28][C:29]([CH3:32])([CH3:31])[CH3:30])=[O:27])([CH3:3])[CH3:2].[CH:33]1C=C(Cl)C=C(C(OO)=O)C=1.[O-:44][S:45]([O-:48])(=S)=O.[Na+].[Na+]. The catalyst is C(Cl)Cl. The product is [CH:1]([C@@H:4]1[C:9](=[O:10])[N:8]([C:11]2[CH:16]=[C:15]([S:45]([CH3:33])(=[O:48])=[O:44])[C:14]([C:19]([O:21][CH3:22])=[O:20])=[CH:13][C:12]=2[N+:23]([O-:25])=[O:24])[CH2:7][CH2:6][N:5]1[C:26]([O:28][C:29]([CH3:32])([CH3:30])[CH3:31])=[O:27])([CH3:3])[CH3:2]. The yield is 0.854.